This data is from Full USPTO retrosynthesis dataset with 1.9M reactions from patents (1976-2016). The task is: Predict the reactants needed to synthesize the given product. Given the product [CH3:21][C:2]1[C:3]([C:10]2[CH:11]=[N:12][C:13]([C:16]([F:19])([F:18])[F:17])=[CH:14][CH:15]=2)=[CH:4][C:5]([C:8]#[N:9])=[N:6][CH:7]=1, predict the reactants needed to synthesize it. The reactants are: Cl[C:2]1[C:3]([C:10]2[CH:11]=[N:12][C:13]([C:16]([F:19])([F:18])[F:17])=[CH:14][CH:15]=2)=[CH:4][C:5]([C:8]#[N:9])=[N:6][CH:7]=1.[Zn](C)[CH3:21].